Regression. Given a peptide amino acid sequence and an MHC pseudo amino acid sequence, predict their binding affinity value. This is MHC class I binding data. From a dataset of Peptide-MHC class I binding affinity with 185,985 pairs from IEDB/IMGT. (1) The peptide sequence is TLVPQEHYV. The MHC is HLA-A69:01 with pseudo-sequence HLA-A69:01. The binding affinity (normalized) is 0.595. (2) The peptide sequence is AVINTTCNY. The MHC is HLA-A68:02 with pseudo-sequence HLA-A68:02. The binding affinity (normalized) is 0.213. (3) The peptide sequence is AVVKSDNKL. The MHC is HLA-A02:03 with pseudo-sequence HLA-A02:03. The binding affinity (normalized) is 0. (4) The peptide sequence is EVALSTTGEI. The MHC is Patr-B0101 with pseudo-sequence Patr-B0101. The binding affinity (normalized) is 0.533. (5) The peptide sequence is CLLTDTIESA. The MHC is HLA-A02:02 with pseudo-sequence HLA-A02:02. The binding affinity (normalized) is 0.633. (6) The peptide sequence is KLDAWLLPF. The MHC is HLA-A26:01 with pseudo-sequence YYAMYRNNVAHTDANTLYIRYQDYTWAEWAYRWY. The binding affinity (normalized) is 0.0847.